This data is from Reaction yield outcomes from USPTO patents with 853,638 reactions. The task is: Predict the reaction yield, written as a fraction of the theoretical maximum amount of product (1.0 means a 100% yield; for example, 0.34 means a 34% yield). (1) The reactants are [NH2:1][C:2]1[CH:7]=[CH:6][C:5]([C:8]([OH:17])([C:13]([F:16])([F:15])[F:14])[C:9]([F:12])([F:11])[F:10])=[CH:4][CH:3]=1.[CH3:18][C:19](OC(C)=O)=O. The catalyst is C1COCC1.N1C=CC=CC=1. The product is [CH2:18]([NH:1][C:2]1[CH:3]=[CH:4][C:5]([C:8]([OH:17])([C:9]([F:10])([F:11])[F:12])[C:13]([F:14])([F:15])[F:16])=[CH:6][CH:7]=1)[CH3:19]. The yield is 0.960. (2) The reactants are [NH2:1][C:2]1[CH:10]=[CH:9][CH:8]=[C:7]2[C:3]=1[CH2:4][N:5]([CH:12]1[CH2:17][CH2:16][C:15](=[O:18])[NH:14][C:13]1=[O:19])[C:6]2=[O:11].[CH:20](=O)[C:21]1[CH:26]=[CH:25][CH:24]=[CH:23][CH:22]=1.[BH4-].[Na+]. The catalyst is CO.C(O)(=O)C. The product is [O:11]=[C:6]1[C:7]2[C:3](=[C:2]([NH:1][CH2:20][C:21]3[CH:26]=[CH:25][CH:24]=[CH:23][CH:22]=3)[CH:10]=[CH:9][CH:8]=2)[CH2:4][N:5]1[CH:12]1[CH2:17][CH2:16][C:15](=[O:18])[NH:14][C:13]1=[O:19]. The yield is 0.600. (3) The reactants are Br[C:2]1[CH:14]=[C:13]2[C:5]([C:6]3[C:7](=[O:23])[C:8]4[CH:20]=[CH:19][C:18]([O:21][CH3:22])=[CH:17][C:9]=4[C:10]([CH3:16])([CH3:15])[C:11]=3[NH:12]2)=[CH:4][CH:3]=1.[Cu][C:25]#[N:26]. The catalyst is CN1C(=O)CCC1.C(OCC)(=O)C. The product is [CH3:22][O:21][C:18]1[CH:19]=[CH:20][C:8]2[C:7](=[O:23])[C:6]3[C:5]4[C:13](=[CH:14][C:2]([C:25]#[N:26])=[CH:3][CH:4]=4)[NH:12][C:11]=3[C:10]([CH3:16])([CH3:15])[C:9]=2[CH:17]=1. The yield is 0.730. (4) The reactants are [CH3:1][C:2]1[C:6]([C:7]2[CH:12]=[CH:11][CH:10]=[C:9]([O:13][CH2:14][CH2:15][O:16][CH3:17])[C:8]=2[O:18][CH3:19])=[C:5]([NH2:20])[NH:4][N:3]=1.[Cl:21][C:22]1[CH:23]=[C:24]([CH:27]=[CH:28][C:29]=1[OH:30])[CH:25]=O.FC(F)(F)C(O)=O. The catalyst is CO. The product is [ClH:21].[Cl:21][C:22]1[CH:23]=[C:24]([C:25]2[C:12]3[CH:11]=[CH:10][C:9]([O:13][CH2:14][CH2:15][O:16][CH3:17])=[C:8]([O:18][CH3:19])[C:7]=3[C:6]3[C:2]([CH3:1])=[N:3][NH:4][C:5]=3[N:20]=2)[CH:27]=[CH:28][C:29]=1[OH:30]. The yield is 0.400.